From a dataset of Catalyst prediction with 721,799 reactions and 888 catalyst types from USPTO. Predict which catalyst facilitates the given reaction. (1) Reactant: [F:1][C:2]1[CH:7]=[CH:6][C:5]([C:8]2[N:9]=[CH:10][N:11]3[C:20]=2[CH:19]=[C:18]2[C@@:13]([CH3:34])([C@@H:14]([CH:21]([OH:33])[C:22]4[CH:23]=[C:24]([CH:30]=[CH:31][CH:32]=4)[C:25]([O:27][CH2:28][CH3:29])=[O:26])[CH2:15][CH2:16][CH2:17]2)[CH2:12]3)=[CH:4][CH:3]=1.CC(OI1(OC(C)=O)(OC(C)=O)OC(=O)C2C=CC=CC1=2)=O.C(=O)(O)[O-].[Na+].S([O-])([O-])(=O)=S.[Na+].[Na+]. Product: [F:1][C:2]1[CH:7]=[CH:6][C:5]([C:8]2[N:9]=[CH:10][N:11]3[C:20]=2[CH:19]=[C:18]2[C@@:13]([CH3:34])([C@@H:14]([C:21]([C:22]4[CH:23]=[C:24]([CH:30]=[CH:31][CH:32]=4)[C:25]([O:27][CH2:28][CH3:29])=[O:26])=[O:33])[CH2:15][CH2:16][CH2:17]2)[CH2:12]3)=[CH:4][CH:3]=1. The catalyst class is: 202. (2) Reactant: [CH2:1]([O:3][C:4](=[O:19])[CH:5]([O:16][CH2:17][CH3:18])[CH2:6][C:7]1[CH:12]=[C:11]([CH3:13])[C:10]([OH:14])=[C:9]([CH3:15])[CH:8]=1)[CH3:2].[CH:20]([C:23]1[CH:28]=[CH:27][C:26]([C:29]2[S:30][C:31]([CH3:37])=[C:32]([CH2:34][CH2:35]O)[N:33]=2)=[CH:25][CH:24]=1)([CH3:22])[CH3:21].COC(=O)CC(=O)C(Br)C.C(C1C=CC(C(N)=S)=CC=1)(C)C.C1(P(C2C=CC=CC=2)C2C=CC=CC=2)C=CC=CC=1.N(C(OCC)=O)=NC(OCC)=O. Product: [CH2:1]([O:3][C:4](=[O:19])[CH:5]([O:16][CH2:17][CH3:18])[CH2:6][C:7]1[CH:8]=[C:9]([CH3:15])[C:10]([O:14][CH2:35][CH2:34][C:32]2[N:33]=[C:29]([C:26]3[CH:25]=[CH:24][C:23]([CH:20]([CH3:21])[CH3:22])=[CH:28][CH:27]=3)[S:30][C:31]=2[CH3:37])=[C:11]([CH3:13])[CH:12]=1)[CH3:2]. The catalyst class is: 7. (3) Reactant: Cl.[Cl:2][C:3]1[CH:8]=[CH:7][N:6]=[C:5]([C:9]([O:11]C)=O)[CH:4]=1.[CH3:13][NH2:14]. Product: [Cl:2][C:3]1[CH:8]=[CH:7][N:6]=[C:5]([C:9]([NH:14][CH3:13])=[O:11])[CH:4]=1. The catalyst class is: 92.